The task is: Predict which catalyst facilitates the given reaction.. This data is from Catalyst prediction with 721,799 reactions and 888 catalyst types from USPTO. Reactant: [O:1]1[C:5]2[CH:6]=[CH:7][C:8]([C:10]3(O)[CH2:15][CH2:14][C:13](=[O:16])[CH2:12][CH2:11]3)=[CH:9][C:4]=2[O:3][CH2:2]1.Cl. Product: [O:1]1[C:5]2[CH:6]=[CH:7][C:8]([C:10]3[CH2:15][CH2:14][C:13](=[O:16])[CH2:12][CH:11]=3)=[CH:9][C:4]=2[O:3][CH2:2]1. The catalyst class is: 1.